Dataset: Full USPTO retrosynthesis dataset with 1.9M reactions from patents (1976-2016). Task: Predict the reactants needed to synthesize the given product. (1) The reactants are: [NH:1]1[CH2:5][CH2:4][CH2:3][C:2]1=[O:6].C(N(CC)CC)C.[C:14](Cl)([Cl:16])=[O:15]. Given the product [O:6]=[C:2]1[CH2:3][CH2:4][CH2:5][N:1]1[C:14]([Cl:16])=[O:15], predict the reactants needed to synthesize it. (2) Given the product [ClH:1].[F:15][C:14]([F:17])([F:16])[C:10]1[CH:9]=[C:8]([N:7]2[C:3]([CH2:2][N:18]3[CH2:22][CH2:21][CH:20]([C:23]#[N:24])[CH2:19]3)=[N:4][N:5]=[N:6]2)[CH:13]=[CH:12][CH:11]=1, predict the reactants needed to synthesize it. The reactants are: [Cl:1][CH2:2][C:3]1[N:7]([C:8]2[CH:13]=[CH:12][CH:11]=[C:10]([C:14]([F:17])([F:16])[F:15])[CH:9]=2)[N:6]=[N:5][N:4]=1.[NH:18]1[CH2:22][CH2:21][CH:20]([C:23]#[N:24])[CH2:19]1.C(N(CC)CC)C. (3) Given the product [CH3:1][O:2][C:3](=[O:25])[CH:4]([O:6][C:7]1[CH:12]=[CH:11][C:10]([O:13][C:14](=[O:24])[CH2:15][OH:16])=[CH:9][CH:8]=1)[CH3:5], predict the reactants needed to synthesize it. The reactants are: [CH3:1][O:2][C:3](=[O:25])[CH:4]([O:6][C:7]1[CH:12]=[CH:11][C:10]([O:13][C:14](=[O:24])[CH2:15][O:16]CC2C=CC=CC=2)=[CH:9][CH:8]=1)[CH3:5].